This data is from Catalyst prediction with 721,799 reactions and 888 catalyst types from USPTO. The task is: Predict which catalyst facilitates the given reaction. Reactant: [NH2:1][C:2]1[CH:7]=[CH:6][C:5]([Br:8])=[CH:4][N:3]=1.[Cl:9][C:10]1[CH:17]=[CH:16][C:13]([CH:14]=O)=[CH:12][CH:11]=1.FC(F)(F)C(O)=O.C([SiH](CC)CC)C. Product: [Br:8][C:5]1[CH:6]=[CH:7][C:2]([NH:1][CH2:14][C:13]2[CH:16]=[CH:17][C:10]([Cl:9])=[CH:11][CH:12]=2)=[N:3][CH:4]=1. The catalyst class is: 11.